From a dataset of Reaction yield outcomes from USPTO patents with 853,638 reactions. Predict the reaction yield, written as a fraction of the theoretical maximum amount of product (1.0 means a 100% yield; for example, 0.34 means a 34% yield). The reactants are [CH2:1]([O:3][C:4]([C:6]1[N:7]([CH2:19][C:20]2[CH:25]=[CH:24][CH:23]=[C:22]([Cl:26])[CH:21]=2)[C:8]2[C:13]([C:14]=1[N+:15]([O-])=O)=[CH:12][CH:11]=[C:10]([Br:18])[CH:9]=2)=[O:5])[CH3:2].[NH4+].[Cl-]. The catalyst is [Fe].C(O)(C)C. The product is [CH2:1]([O:3][C:4]([C:6]1[N:7]([CH2:19][C:20]2[CH:25]=[CH:24][CH:23]=[C:22]([Cl:26])[CH:21]=2)[C:8]2[C:13]([C:14]=1[NH2:15])=[CH:12][CH:11]=[C:10]([Br:18])[CH:9]=2)=[O:5])[CH3:2]. The yield is 0.890.